Dataset: NCI-60 drug combinations with 297,098 pairs across 59 cell lines. Task: Regression. Given two drug SMILES strings and cell line genomic features, predict the synergy score measuring deviation from expected non-interaction effect. (1) Drug 1: CCC1(CC2CC(C3=C(CCN(C2)C1)C4=CC=CC=C4N3)(C5=C(C=C6C(=C5)C78CCN9C7C(C=CC9)(C(C(C8N6C=O)(C(=O)OC)O)OC(=O)C)CC)OC)C(=O)OC)O.OS(=O)(=O)O. Drug 2: CCC1(CC2CC(C3=C(CCN(C2)C1)C4=CC=CC=C4N3)(C5=C(C=C6C(=C5)C78CCN9C7C(C=CC9)(C(C(C8N6C)(C(=O)OC)O)OC(=O)C)CC)OC)C(=O)OC)O.OS(=O)(=O)O. Cell line: HOP-62. Synergy scores: CSS=12.4, Synergy_ZIP=1.42, Synergy_Bliss=1.94, Synergy_Loewe=-0.161, Synergy_HSA=-2.38. (2) Drug 1: CS(=O)(=O)C1=CC(=C(C=C1)C(=O)NC2=CC(=C(C=C2)Cl)C3=CC=CC=N3)Cl. Drug 2: CN(C(=O)NC(C=O)C(C(C(CO)O)O)O)N=O. Cell line: HCC-2998. Synergy scores: CSS=1.91, Synergy_ZIP=-1.75, Synergy_Bliss=-0.999, Synergy_Loewe=-10.1, Synergy_HSA=-2.80. (3) Drug 1: C1CCN(CC1)CCOC2=CC=C(C=C2)C(=O)C3=C(SC4=C3C=CC(=C4)O)C5=CC=C(C=C5)O. Drug 2: C1=CC=C(C=C1)NC(=O)CCCCCCC(=O)NO. Cell line: DU-145. Synergy scores: CSS=13.1, Synergy_ZIP=-3.19, Synergy_Bliss=-0.180, Synergy_Loewe=-9.30, Synergy_HSA=-2.83. (4) Drug 1: CC1=C(C=C(C=C1)NC2=NC=CC(=N2)N(C)C3=CC4=NN(C(=C4C=C3)C)C)S(=O)(=O)N.Cl. Drug 2: C1=CN(C(=O)N=C1N)C2C(C(C(O2)CO)O)O.Cl. Cell line: NCI/ADR-RES. Synergy scores: CSS=30.8, Synergy_ZIP=-8.31, Synergy_Bliss=-1.28, Synergy_Loewe=-47.6, Synergy_HSA=-2.32.